From a dataset of Catalyst prediction with 721,799 reactions and 888 catalyst types from USPTO. Predict which catalyst facilitates the given reaction. (1) Reactant: [CH:1]([C:3]1[CH:4]=[C:5]2[C:10](=[CH:11][CH:12]=1)[N:9]=[CH:8][C:7]([C:13]#[N:14])=[C:6]2[C:15]1[CH:16]=[N:17][CH:18]=[CH:19][CH:20]=1)=O.[S:21]1[CH2:27][C:25](=[O:26])[NH:24][C:22]1=[S:23].C([O-])(=O)C.[Na+]. Product: [O:26]=[C:25]1[C:27](=[CH:1][C:3]2[CH:4]=[C:5]3[C:10](=[CH:11][CH:12]=2)[N:9]=[CH:8][C:7]([C:13]#[N:14])=[C:6]3[C:15]2[CH:16]=[N:17][CH:18]=[CH:19][CH:20]=2)[S:21][C:22](=[S:23])[NH:24]1. The catalyst class is: 15. (2) Reactant: Br[C:2]1[N:7]=[C:6]([NH:8][C:9]([C:11]2[CH:33]=[CH:32][C:14]([O:15][C:16]3[CH:25]=[C:24]4[C:19]([CH:20]([C:26]([O:28]CC)=[O:27])[CH2:21][CH2:22][O:23]4)=[CH:18][C:17]=3[Cl:31])=[CH:13][CH:12]=2)=[O:10])[CH:5]=[CH:4][CH:3]=1.[Br-].[CH2:35]([Zn+])[CH:36]([CH3:38])[CH3:37]. Product: [Cl:31][C:17]1[CH:18]=[C:19]2[C:24](=[CH:25][C:16]=1[O:15][C:14]1[CH:13]=[CH:12][C:11]([C:9](=[O:10])[NH:8][C:6]3[CH:5]=[CH:4][CH:3]=[C:2]([CH2:35][CH:36]([CH3:38])[CH3:37])[N:7]=3)=[CH:33][CH:32]=1)[O:23][CH2:22][CH2:21][CH:20]2[C:26]([OH:28])=[O:27]. The catalyst class is: 443.